This data is from Forward reaction prediction with 1.9M reactions from USPTO patents (1976-2016). The task is: Predict the product of the given reaction. (1) Given the reactants Br[C:2]1[CH:7]=[C:6]([O:8][CH3:9])[CH:5]=[C:4]([O:10][CH3:11])[CH:3]=1.C([Li])CCC.[C:17](OCC)(=[O:23])[C:18]([O:20][CH2:21][CH3:22])=[O:19], predict the reaction product. The product is: [CH3:11][O:10][C:4]1[CH:3]=[C:2]([C:17](=[O:23])[C:18]([O:20][CH2:21][CH3:22])=[O:19])[CH:7]=[C:6]([O:8][CH3:9])[CH:5]=1. (2) Given the reactants C([N:8]1[CH2:12][CH2:11][C:10]([C:20]2[C:28]3[C:23](=[CH:24][CH:25]=[CH:26][CH:27]=3)[NH:22][CH:21]=2)([CH2:13][C:14]2[CH:19]=[CH:18][CH:17]=[CH:16][CH:15]=2)[CH2:9]1)C1C=CC=CC=1, predict the reaction product. The product is: [CH2:13]([C:10]1([C:20]2[C:28]3[C:23](=[CH:24][CH:25]=[CH:26][CH:27]=3)[NH:22][CH:21]=2)[CH2:11][CH2:12][NH:8][CH2:9]1)[C:14]1[CH:15]=[CH:16][CH:17]=[CH:18][CH:19]=1. (3) Given the reactants [F:1][C:2]1[CH:7]=[CH:6][C:5]([C:8]2[C:9]([NH2:14])=[CH:10][CH:11]=[CH:12][CH:13]=2)=[CH:4][CH:3]=1.[Cl:15][C:16]1[CH:21]=[CH:20][C:19]([NH:22][C:23](=[O:30])[CH2:24][O:25][CH2:26][C:27](O)=[O:28])=[C:18]([C:31]([O:33]C)=[O:32])[CH:17]=1, predict the reaction product. The product is: [Cl:15][C:16]1[CH:21]=[CH:20][C:19]([NH:22][C:23](=[O:30])[CH2:24][O:25][CH2:26][C:27]([NH:14][C:9]2[CH:10]=[CH:11][CH:12]=[CH:13][C:8]=2[C:5]2[CH:4]=[CH:3][C:2]([F:1])=[CH:7][CH:6]=2)=[O:28])=[C:18]([CH:17]=1)[C:31]([OH:33])=[O:32]. (4) Given the reactants [Cl:1][CH2:2][CH:3]([OH:12])[CH2:4][O:5][C:6]1[CH:11]=[CH:10][CH:9]=[CH:8][CH:7]=1.[Br-].[Na+].C(=O)([O-])O.[Na+].Cl[O-].[Na+].S([O-])([O-])(=O)=S.[Na+].[Na+], predict the reaction product. The product is: [Cl:1][CH2:2][C:3](=[O:12])[CH2:4][O:5][C:6]1[CH:11]=[CH:10][CH:9]=[CH:8][CH:7]=1. (5) Given the reactants Cl[C:2]1[C:11]2[C:6](=[CH:7][C:8]([F:13])=[CH:9][C:10]=2[F:12])[N:5]=[C:4]([C:14]2[CH:15]=[C:16]([C:24](=[O:26])[CH3:25])[CH:17]=[CH:18][C:19]=2[S:20]([CH3:23])(=[O:22])=[O:21])[C:3]=1[CH3:27].[O:28]1[CH2:33][CH2:32][N:31]([C:34]2[CH:35]=[C:36]([NH2:40])[CH:37]=[N:38][CH:39]=2)[CH2:30][CH2:29]1, predict the reaction product. The product is: [F:12][C:10]1[CH:9]=[C:8]([F:13])[CH:7]=[C:6]2[C:11]=1[C:2]([NH:40][C:36]1[CH:37]=[N:38][CH:39]=[C:34]([N:31]3[CH2:32][CH2:33][O:28][CH2:29][CH2:30]3)[CH:35]=1)=[C:3]([CH3:27])[C:4]([C:14]1[CH:15]=[C:16]([C:24](=[O:26])[CH3:25])[CH:17]=[CH:18][C:19]=1[S:20]([CH3:23])(=[O:21])=[O:22])=[N:5]2. (6) Given the reactants [C:1]([O:4][C:5]([CH3:11])([CH2:7][CH2:8][CH2:9]C)[CH3:6])(=[O:3])[CH3:2].CC(O)(CCC)C.CC(CCC)CO.C(OC(=O)C)(=O)C, predict the reaction product. The product is: [C:1]([O:4][C:5]([CH3:11])([CH2:7][CH2:8][CH3:9])[CH3:6])(=[O:3])[CH3:2].